Dataset: Catalyst prediction with 721,799 reactions and 888 catalyst types from USPTO. Task: Predict which catalyst facilitates the given reaction. (1) Reactant: CCN(C(C)C)C(C)C.[OH:10][C:11]1[CH:16]=[CH:15][C:14]([CH2:17][CH2:18][C:19]([NH:21][CH2:22][C:23]([OH:25])=O)=[O:20])=[CH:13][CH:12]=1.C1C=CC2N([OH:35])N=NC=2C=1.CCN=C=NCCCN(C)C.Cl.Cl.[N:49]1([C:55]([C:57]2[CH:62]=[CH:61][CH:60]=[CH:59][C:58]=2[C:63]([F:66])([F:65])[F:64])=[O:56])[CH2:54][CH2:53][NH:52][CH2:51][CH2:50]1.CN([CH:70]=[O:71])C. Product: [F:64][C:63]([F:66])([F:65])[C:70]([OH:71])=[O:35].[OH:10][C:11]1[CH:12]=[CH:13][C:14]([CH2:17][CH2:18][C:19]([NH:21][CH2:22][C:23](=[O:25])[N:52]2[CH2:53][CH2:54][N:49]([C:55](=[O:56])[C:57]3[CH:62]=[CH:61][CH:60]=[CH:59][C:58]=3[C:63]([F:66])([F:64])[F:65])[CH2:50][CH2:51]2)=[O:20])=[CH:15][CH:16]=1. The catalyst class is: 6. (2) Reactant: C[O:2][C:3](=[O:58])[CH2:4][NH:5][C:6](=[O:57])[C@H:7]([NH:11][C:12](=[O:56])[C@H:13]([NH:21][C:22](=[O:55])[C@H:23]([NH:25][C:26](=[O:54])[CH2:27][C@@H:28]([OH:53])/[CH:29]=[CH:30]/[CH2:31][CH2:32][S:33][C:34]([C:47]1[CH:52]=[CH:51][CH:50]=[CH:49][CH:48]=1)([C:41]1[CH:46]=[CH:45][CH:44]=[CH:43][CH:42]=1)[C:35]1[CH:40]=[CH:39][CH:38]=[CH:37][CH:36]=1)[CH3:24])[CH2:14][C:15]1[CH:20]=[CH:19][CH:18]=[CH:17][CH:16]=1)[CH:8]([CH3:10])[CH3:9].[Li+].[OH-].C(Cl)(Cl)Cl.Cl. Product: [OH:53][C@@H:28](/[CH:29]=[CH:30]/[CH2:31][CH2:32][S:33][C:34]([C:41]1[CH:46]=[CH:45][CH:44]=[CH:43][CH:42]=1)([C:47]1[CH:48]=[CH:49][CH:50]=[CH:51][CH:52]=1)[C:35]1[CH:40]=[CH:39][CH:38]=[CH:37][CH:36]=1)[CH2:27][C:26]([NH:25][C@H:23]([CH3:24])[C:22]([NH:21][C@H:13]([CH2:14][C:15]1[CH:16]=[CH:17][CH:18]=[CH:19][CH:20]=1)[C:12]([NH:11][C@H:7]([CH:8]([CH3:9])[CH3:10])[C:6]([NH:5][CH2:4][C:3]([OH:58])=[O:2])=[O:57])=[O:56])=[O:55])=[O:54]. The catalyst class is: 20. (3) Reactant: [Cl:1][C:2]1[CH:3]=[C:4]([C:8]#[C:9][C:10]2[NH:11][O:12][CH:13]3[NH:17][CH2:16][CH2:15][C:14]=23)[CH:5]=[CH:6][CH:7]=1.[CH2:18](N(CC)CC)[CH3:19].C([CH:27]([CH3:32])[CH2:28][N:29]=[C:30]=[O:31])C.O. Product: [Cl:1][C:2]1[CH:3]=[C:4]([C:8]#[C:9][C:10]2[CH:14]3[CH2:15][CH2:16][N:17]([C:30]([NH:29][CH:28]([CH2:27][CH3:32])[CH2:18][CH3:19])=[O:31])[CH:13]3[O:12][N:11]=2)[CH:5]=[CH:6][CH:7]=1. The catalyst class is: 2. (4) Reactant: [CH3:1][O:2][C:3]([CH:5]1[CH2:10][CH2:9][CH:8]([C:11](O)=[O:12])[CH2:7][N:6]1[S:14]([CH3:17])(=[O:16])=[O:15])=[O:4].B. Product: [CH3:1][O:2][C:3]([CH:5]1[CH2:10][CH2:9][CH:8]([CH2:11][OH:12])[CH2:7][N:6]1[S:14]([CH3:17])(=[O:15])=[O:16])=[O:4]. The catalyst class is: 7. (5) Reactant: [CH:1]1([S:6][C:7]2[N:12]=[C:11]3[CH2:13][CH2:14][CH2:15][C:10]3=[C:9]([NH:16][C:17]3[CH:22]=[CH:21][C:20]([CH2:23][C:24]([O:26]CC)=O)=[CH:19][CH:18]=3)[CH:8]=2)[CH2:5][CH2:4][CH2:3][CH2:2]1.[NH3:29]. Product: [CH:1]1([S:6][C:7]2[N:12]=[C:11]3[CH2:13][CH2:14][CH2:15][C:10]3=[C:9]([NH:16][C:17]3[CH:22]=[CH:21][C:20]([CH2:23][C:24]([NH2:29])=[O:26])=[CH:19][CH:18]=3)[CH:8]=2)[CH2:5][CH2:4][CH2:3][CH2:2]1. The catalyst class is: 5. (6) Reactant: [Cl:1][C:2]1[CH:7]=[CH:6][C:5]([C:8]2[C:13]([C:14]([O-])=[O:15])=[CH:12][N:11]=[CH:10][C:9]=2[F:17])=[C:4]([F:18])[CH:3]=1.[H-].[H-].[H-].[H-].[Li+].[Al+3]. The catalyst class is: 7. Product: [Cl:1][C:2]1[CH:7]=[CH:6][C:5]([C:8]2[C:9]([F:17])=[CH:10][N:11]=[CH:12][C:13]=2[CH2:14][OH:15])=[C:4]([F:18])[CH:3]=1. (7) Reactant: [CH3:1][C:2]1[C:3]2[CH2:16][CH2:15][N:14]([C:17]([O:19][C:20]([CH3:23])([CH3:22])[CH3:21])=[O:18])[CH2:13][CH2:12][C:4]=2[CH:5]=[C:6]2[C:11]=1[NH:10][CH2:9][CH2:8][CH2:7]2.Cl[C:25]([O:27][CH2:28][CH3:29])=[O:26]. Product: [CH3:1][C:2]1[C:3]2[CH2:16][CH2:15][N:14]([C:17]([O:19][C:20]([CH3:23])([CH3:22])[CH3:21])=[O:18])[CH2:13][CH2:12][C:4]=2[CH:5]=[C:6]2[C:11]=1[N:10]([C:25]([O:27][CH2:28][CH3:29])=[O:26])[CH2:9][CH2:8][CH2:7]2. The catalyst class is: 17.